Task: Predict the reactants needed to synthesize the given product.. Dataset: Full USPTO retrosynthesis dataset with 1.9M reactions from patents (1976-2016) (1) Given the product [OH:1][C:2]1[C:3]([N+:14]([O-:16])=[O:15])=[C:4]2[C:8](=[CH:9][C:10]=1[O:11][CH3:12])[C:7](=[O:13])[CH2:6][CH2:5]2, predict the reactants needed to synthesize it. The reactants are: [OH:1][C:2]1[CH:3]=[C:4]2[C:8](=[CH:9][C:10]=1[O:11][CH3:12])[C:7](=[O:13])[CH2:6][CH2:5]2.[N+:14]([O-])([OH:16])=[O:15].N([O-])=O.[Na+]. (2) Given the product [Cl:1][C:2]1[CH:3]=[C:4]([C@@H:9]2[O:15][CH2:14][CH2:13][N:12]([C:16]([O:18][C:19]([CH3:20])([CH3:21])[CH3:22])=[O:17])[CH2:11][C@H:10]2[CH:23]([OH:24])[C:27]([F:30])([F:29])[F:28])[CH:5]=[CH:6][C:7]=1[Cl:8], predict the reactants needed to synthesize it. The reactants are: [Cl:1][C:2]1[CH:3]=[C:4]([C@@H:9]2[O:15][CH2:14][CH2:13][N:12]([C:16]([O:18][C:19]([CH3:22])([CH3:21])[CH3:20])=[O:17])[CH2:11][C@H:10]2[CH:23]=[O:24])[CH:5]=[CH:6][C:7]=1[Cl:8].C[Si](C)(C)[C:27]([F:30])([F:29])[F:28].[F-].C([N+](CCCC)(CCCC)CCCC)CCC.Cl. (3) Given the product [CH3:24][O:25][C:26]1[CH:34]=[C:33]([O:35][CH3:36])[CH:32]=[CH:31][C:27]=1[C:28]([NH:1][CH2:2][C@H:3]1[N:8]([C:9]([C:11]2[N:12]=[C:13]([CH3:23])[S:14][C:15]=2[C:16]2[CH:17]=[C:18]([CH3:22])[CH:19]=[CH:20][CH:21]=2)=[O:10])[CH2:7][C@H:6]2[C@@H:4]1[CH2:5]2)=[O:29], predict the reactants needed to synthesize it. The reactants are: [NH2:1][CH2:2][C@H:3]1[N:8]([C:9]([C:11]2[N:12]=[C:13]([CH3:23])[S:14][C:15]=2[C:16]2[CH:17]=[C:18]([CH3:22])[CH:19]=[CH:20][CH:21]=2)=[O:10])[CH2:7][C@H:6]2[C@@H:4]1[CH2:5]2.[CH3:24][O:25][C:26]1[CH:34]=[C:33]([O:35][CH3:36])[CH:32]=[CH:31][C:27]=1[C:28](O)=[O:29]. (4) Given the product [CH3:10][N:9]([CH3:11])[CH2:8][CH2:7][C:6]1[S:5][C:4]2[CH:12]=[CH:13][CH:14]=[CH:15][C:3]=2[C:2]=1[C:30](=[O:31])[CH3:29], predict the reactants needed to synthesize it. The reactants are: Br[C:2]1[C:3]2[CH:15]=[CH:14][CH:13]=[CH:12][C:4]=2[S:5][C:6]=1[CH2:7][CH2:8][N:9]([CH3:11])[CH3:10].CN(C)CCN(C)C.[Li]CCCC.[CH3:29][C:30](OC(C)=O)=[O:31]. (5) Given the product [Cl:18][CH2:19][CH2:20][CH2:21][N:4]1[C:5]2[CH:10]=[CH:9][CH:8]=[CH:7][C:6]=2[O:1][CH2:2][C:3]1=[O:11], predict the reactants needed to synthesize it. The reactants are: [O:1]1[C:6]2[CH:7]=[CH:8][CH:9]=[CH:10][C:5]=2[NH:4][C:3](=[O:11])[CH2:2]1.C([O-])([O-])=O.[Cs+].[Cs+].[Cl:18][CH2:19][CH2:20][CH2:21]I.CCCCCCC. (6) Given the product [C:7]([O:15][C@@H:16]1[CH2:24][C@@H:19]2[O:20][C:21](=[O:23])[CH2:22][C@@H:18]2[C@H:17]1[CH:25]=[O:26])(=[O:14])[C:8]1[CH:9]=[CH:10][CH:11]=[CH:12][CH:13]=1, predict the reactants needed to synthesize it. The reactants are: N1C=CC=CC=1.[C:7]([O:15][C@@H:16]1[CH2:24][C@@H:19]2[O:20][C:21](=[O:23])[CH2:22][C@@H:18]2[C@H:17]1[CH2:25][OH:26])(=[O:14])[C:8]1[CH:13]=[CH:12][CH:11]=[CH:10][CH:9]=1. (7) Given the product [OH:15][C:16]1[CH:17]=[C:18]2[C:22](=[CH:23][CH:24]=1)[N:21]([S:25]([C:28]1[CH:29]=[C:30]([CH:35]=[CH:36][CH:37]=1)[C:31]([O:33][CH3:34])=[O:32])(=[O:27])=[O:26])[CH:20]=[CH:19]2, predict the reactants needed to synthesize it. The reactants are: C(=O)=O.CC(C)=O.C1(C[O:15][C:16]2[CH:17]=[C:18]3[C:22](=[CH:23][CH:24]=2)[N:21]([S:25]([C:28]2[CH:29]=[C:30]([CH:35]=[CH:36][CH:37]=2)[C:31]([O:33][CH3:34])=[O:32])(=[O:27])=[O:26])[CH:20]=[CH:19]3)C=CC=CC=1.B(Br)(Br)Br. (8) Given the product [CH3:1][O:2][C:3]([C:5]1[N:6]([CH3:17])[C:7]2[CH:13]=[CH:12][CH:11]=[CH:10][C:8]=2[N:9]=1)=[O:4], predict the reactants needed to synthesize it. The reactants are: [CH3:1][O:2][C:3]([C:5]1[NH:9][C:8]2[CH:10]=[CH:11][CH:12]=[CH:13][C:7]=2[N:6]=1)=[O:4].[H-].[Na+].I[CH3:17]. (9) Given the product [Br:30][C:29]1[C:24]2[C:25](=[CH:31][N:32]([C:33]3[C:40]([Cl:41])=[CH:39][C:36]([C:37]#[N:38])=[CH:35][C:34]=3[Cl:42])[N:21]=2)[CH:26]=[N:27][CH:28]=1, predict the reactants needed to synthesize it. The reactants are: ClC1C=C(C=C(Cl)C=1N1C=C2C=NC=C(Cl)C2=N1)C#N.[N:21]([C:24]1[C:29]([Br:30])=[CH:28][N:27]=[CH:26][C:25]=1/[CH:31]=[N:32]/[C:33]1[C:40]([Cl:41])=[CH:39][C:36]([C:37]#[N:38])=[CH:35][C:34]=1[Cl:42])=[N+]=[N-].